From a dataset of TCR-epitope binding with 47,182 pairs between 192 epitopes and 23,139 TCRs. Binary Classification. Given a T-cell receptor sequence (or CDR3 region) and an epitope sequence, predict whether binding occurs between them. (1) The epitope is RPPIFIRRL. The TCR CDR3 sequence is CASSRTSGGVDEQFF. Result: 0 (the TCR does not bind to the epitope). (2) The epitope is KLPDDFTGCV. The TCR CDR3 sequence is CASSLAGEVNEQFF. Result: 0 (the TCR does not bind to the epitope). (3) The epitope is LLMPILTLT. The TCR CDR3 sequence is CASSPARNTEAFF. Result: 0 (the TCR does not bind to the epitope). (4) The epitope is LVLSVNPYV. The TCR CDR3 sequence is CASSLDGTPFYEQYF. Result: 0 (the TCR does not bind to the epitope).